From a dataset of Forward reaction prediction with 1.9M reactions from USPTO patents (1976-2016). Predict the product of the given reaction. (1) The product is: [Cl:1][C:2]1[CH:3]=[CH:4][C:5]2[CH:9]=[C:8]([O:10][S:11]([N:13]3[CH2:18][CH2:17][N:16]([CH2:36][C:29]4[CH:28]=[CH:33][C:32]([C:34]#[N:35])=[CH:31][CH:30]=4)[C:15](=[O:19])[CH:14]3[CH2:20][C:21]([O:23][CH2:24][CH3:25])=[O:22])=[O:12])[S:7][C:6]=2[CH:26]=1. Given the reactants [Cl:1][C:2]1[CH:3]=[CH:4][C:5]2[CH:9]=[C:8]([O:10][S:11]([N:13]3[CH2:18][CH2:17][NH:16][C:15](=[O:19])[CH:14]3[CH2:20][C:21]([O:23][CH2:24][CH3:25])=[O:22])=[O:12])[S:7][C:6]=2[CH:26]=1.Br[C:28]1[CH:33]=[C:32]([C:34]#[N:35])[CH:31]=[CH:30][C:29]=1[CH3:36].C([O-])([O-])=O.[Cs+].[Cs+], predict the reaction product. (2) Given the reactants [CH:1]([C:4]1([CH2:9][CH2:10][OH:11])[O:8][CH2:7][CH2:6][O:5]1)([CH3:3])[CH3:2].C(N(CC)CC)C.[CH3:19][S:20](Cl)(=[O:22])=[O:21], predict the reaction product. The product is: [CH3:19][S:20]([O:11][CH2:10][CH2:9][C:4]1([CH:1]([CH3:3])[CH3:2])[O:8][CH2:7][CH2:6][O:5]1)(=[O:22])=[O:21]. (3) Given the reactants [Br-:1].[Li+].CS(O[C@@H:8]([CH2:12][C:13]1[CH:18]=[CH:17][CH:16]=[CH:15][CH:14]=1)[C:9]([OH:11])=[O:10])(=O)=O, predict the reaction product. The product is: [Br:1][C@H:8]([CH2:12][C:13]1[CH:18]=[CH:17][CH:16]=[CH:15][CH:14]=1)[C:9]([OH:11])=[O:10]. (4) Given the reactants [N:1]([CH2:4][C:5]1[C:13]([C:14]#[N:15])=[CH:12][C:8]([C:9]([OH:11])=O)=[C:7]([O:16][CH2:17][CH3:18])[CH:6]=1)=[N+:2]=[N-:3].O1CCCC1.CN.[CH2:26]([N:28](CC)CC)C, predict the reaction product. The product is: [CH3:26][NH:28][C:9](=[O:11])[C:8]1[CH:12]=[C:13]([C:14]#[N:15])[C:5]([CH2:4][N:1]=[N+:2]=[N-:3])=[CH:6][C:7]=1[O:16][CH2:17][CH3:18]. (5) Given the reactants [CH3:1][O:2][C:3](=[O:10])[C:4]([CH3:9])=[CH:5][CH:6](Br)[CH3:7].C(N(CC)CC)C.[CH3:18][N:19]([CH3:27])[C:20]1[CH:25]=[CH:24][C:23]([SH:26])=[CH:22][CH:21]=1, predict the reaction product. The product is: [CH3:1][O:2][C:3](=[O:10])[C:4]([CH3:9])=[CH:5][CH:6]([S:26][C:23]1[CH:24]=[CH:25][C:20]([N:19]([CH3:27])[CH3:18])=[CH:21][CH:22]=1)[CH3:7]. (6) The product is: [CH3:8][S:9]([C:12]1[CH:13]=[CH:14][C:15]([C:18]2[CH:19]=[N:20][C:21]([NH:24][CH2:25][CH:26]3[CH2:27][CH2:28][N:29]([C:32]([O:34][CH2:43][C:44]4[CH:49]=[CH:48][CH:47]=[CH:46][CH:45]=4)=[O:33])[CH2:30][CH2:31]3)=[N:22][CH:23]=2)=[CH:16][CH:17]=1)(=[O:10])=[O:11]. Given the reactants C(O)(C(F)(F)F)=O.[CH3:8][S:9]([C:12]1[CH:17]=[CH:16][C:15]([C:18]2[CH:19]=[N:20][C:21]([NH:24][CH2:25][CH:26]3[CH2:31][CH2:30][N:29]([C:32]([O:34]C(C)(C)C)=[O:33])[CH2:28][CH2:27]3)=[N:22][CH:23]=2)=[CH:14][CH:13]=1)(=[O:11])=[O:10].ClC(O[CH2:43][C:44]1[CH:49]=[CH:48][CH:47]=[CH:46][CH:45]=1)=O.C(N(CC)CC)C, predict the reaction product.